This data is from Full USPTO retrosynthesis dataset with 1.9M reactions from patents (1976-2016). The task is: Predict the reactants needed to synthesize the given product. (1) Given the product [CH3:16][N:2]1[C:3]([C:10]([O:12][CH3:13])=[O:11])=[C:4]2[C:9]([CH:8]=[CH:7][CH:6]=[CH:5]2)=[N:1]1, predict the reactants needed to synthesize it. The reactants are: [NH:1]1[C:9]2[C:4](=[CH:5][CH:6]=[CH:7][CH:8]=2)[C:3]([C:10]([O:12][CH3:13])=[O:11])=[N:2]1.[H-].[Na+].[CH3:16]I.[Cl-].[NH4+]. (2) Given the product [C:6]([C:5]1[C:9]([NH:11][C:12]2[CH:17]=[CH:16][C:15]([C:18]([N:20]3[CH2:25][CH2:24][O:23][CH2:22][CH2:21]3)=[O:19])=[CH:14][CH:13]=2)=[CH:10][C:2]([N:26]2[CH2:31][CH2:30][CH2:29][C@@H:28]([NH:32][C:33](=[O:39])[O:34][C:35]([CH3:37])([CH3:36])[CH3:38])[CH2:27]2)=[N:3][CH:4]=1)(=[O:7])[NH2:8], predict the reactants needed to synthesize it. The reactants are: Cl[C:2]1[CH:10]=[C:9]([NH:11][C:12]2[CH:17]=[CH:16][C:15]([C:18]([N:20]3[CH2:25][CH2:24][O:23][CH2:22][CH2:21]3)=[O:19])=[CH:14][CH:13]=2)[C:5]([C:6]([NH2:8])=[O:7])=[CH:4][N:3]=1.[NH:26]1[CH2:31][CH2:30][CH2:29][C@@H:28]([NH:32][C:33](=[O:39])[O:34][C:35]([CH3:38])([CH3:37])[CH3:36])[CH2:27]1.C(N(C(C)C)C(C)C)C. (3) Given the product [C:1]([O:5][C:6]([N:8]1[CH2:13][CH2:12][N:11]([C:14]2[CH:15]=[CH:16][CH:17]=[C:18]3[C:23]=2[NH:22][CH2:21][CH2:20][CH2:19]3)[CH2:10][CH2:9]1)=[O:7])([CH3:4])([CH3:2])[CH3:3], predict the reactants needed to synthesize it. The reactants are: [C:1]([O:5][C:6]([N:8]1[CH2:13][CH2:12][N:11]([C:14]2[CH:15]=[CH:16][CH:17]=[C:18]3[C:23]=2[N:22]=[CH:21][CH:20]=[CH:19]3)[CH2:10][CH2:9]1)=[O:7])([CH3:4])([CH3:3])[CH3:2]. (4) Given the product [Cl:1][C:2]1[CH:3]=[C:4](/[C:9](/[C:31]([F:34])([F:32])[F:33])=[CH:10]/[C:11]([C:14]2[CH:15]=[C:16]3[C:20](=[CH:21][CH:22]=2)[CH:19]([NH:23][C:24](=[O:30])[CH2:25][CH:26]([O:28][CH3:29])[CH3:27])[CH2:18][CH2:17]3)=[N:12][O:13][CH2:37][O:38][CH3:39])[CH:5]=[C:6]([Cl:8])[CH:7]=1, predict the reactants needed to synthesize it. The reactants are: [Cl:1][C:2]1[CH:3]=[C:4](/[C:9](/[C:31]([F:34])([F:33])[F:32])=[CH:10]/[C:11]([C:14]2[CH:15]=[C:16]3[C:20](=[CH:21][CH:22]=2)[CH:19]([NH:23][C:24](=[O:30])[CH2:25][CH:26]([O:28][CH3:29])[CH3:27])[CH2:18][CH2:17]3)=[N:12][OH:13])[CH:5]=[C:6]([Cl:8])[CH:7]=1.[H-].[Na+].[CH3:37][O:38][CH2:39]Cl. (5) Given the product [CH2:1]([O:3][C:4](=[O:23])[NH:5][C:6]1[CH:7]=[CH:8][C:9]([N:12]2[C:16](=[O:17])[C:15]3=[CH:18][CH:19]=[CH:20][CH:21]=[C:14]3[C:13]2=[O:22])=[CH:10][C:11]=1[N+:24]([O-:26])=[O:25])[CH3:2], predict the reactants needed to synthesize it. The reactants are: [CH2:1]([O:3][C:4](=[O:23])[NH:5][C:6]1[CH:11]=[CH:10][C:9]([N:12]2[C:16](=[O:17])[C:15]3=[CH:18][CH:19]=[CH:20][CH:21]=[C:14]3[C:13]2=[O:22])=[CH:8][CH:7]=1)[CH3:2].[N+:24]([O-])([OH:26])=[O:25]. (6) Given the product [CH2:1]([O:3][C:4]([C:6]1[C:11](=[O:12])[NH:10][C:9]2[N:13]([CH:17]([CH3:19])[CH3:18])[N:14]=[C:15]([CH3:16])[C:8]=2[C:7]=1[Cl:23])=[O:5])[CH3:2], predict the reactants needed to synthesize it. The reactants are: [CH2:1]([O:3][C:4]([C:6]1[C:11](=[O:12])[NH:10][C:9]2[N:13]([CH:17]([CH3:19])[CH3:18])[N:14]=[C:15]([CH3:16])[C:8]=2[C:7]=1O)=[O:5])[CH3:2].O=P(Cl)(Cl)[Cl:23]. (7) Given the product [C:1]([NH:8][C@H:9]([C:18]([OH:20])=[O:19])[CH2:10][C:11]1[CH:12]=[CH:13][C:14]([O:17][CH2:26][C:27]2[CH:32]=[CH:31][CH:30]=[CH:29][CH:28]=2)=[CH:15][CH:16]=1)([O:3][C:4]([CH3:5])([CH3:7])[CH3:6])=[O:2], predict the reactants needed to synthesize it. The reactants are: [C:1]([NH:8][C@H:9]([C:18]([OH:20])=[O:19])[CH2:10][C:11]1[CH:16]=[CH:15][C:14]([OH:17])=[CH:13][CH:12]=1)([O:3][C:4]([CH3:7])([CH3:6])[CH3:5])=[O:2].C[O-].[Na+].CO.[CH2:26](Br)[C:27]1[CH:32]=[CH:31][CH:30]=[CH:29][CH:28]=1.O.